Dataset: Kinase inhibitor binding affinity data with 442 proteins and 68 drugs (Kd values). Task: Regression. Given a target protein amino acid sequence and a drug SMILES string, predict the binding affinity score between them. We predict pKd (pKd = -log10(Kd in M); higher means stronger binding). Dataset: davis. (1) The drug is N#CCC(C1CCCC1)n1cc(-c2ncnc3[nH]ccc23)cn1.O=P(O)(O)O. The target protein (MEK5) has sequence MLWLALGPFPAMENQVLVIRIKIPNSGAVDWTVHSGPQLLFRDVLDVIGQVLPEATTTAFEYEDEDGDRITVRSDEEMKAMLSYYYSTVMEQQVNGQLIEPLQIFPRACKPPGERNIHGLKVNTRAGPSQHSSPAVSDSLPSNSLKKSSAELKKILANGQMNEQDIRYRDTLGHGNGGTVYKAYHVPSGKILAVKVILLDITLELQKQIMSELEILYKCDSSYIIGFYGAFFVENRISICTEFMDGGSLDVYRKMPEHVLGRIAVAVVKGLTYLWSLKILHRDVKPSNMLVNTRGQVKLCDFGVSTQLVNSIAKTYVGTNAYMAPERISGEQYGIHSDVWSLGISFMELALGRFPYPQIQKNQGSLMPLQLLQCIVDEDSPVLPVGEFSEPFVHFITQCMRKQPKERPAPEELMGHPFIVQFNDGNAAVVSMWVCRALEERRSQQGPP. The pKd is 5.0. (2) The small molecule is CCN1CCN(Cc2ccc(NC(=O)Nc3ccc(Oc4cc(NC)ncn4)cc3)cc2C(F)(F)F)CC1. The target protein (PCTK1) has sequence MDRMKKIKRQLSMTLSSAPEIVHEDLKMGSDGESDQASATSSDEVQSPVRVRMRNHPPRKISTEDINKRLSLPADIRLPEGYLEKLTLNSPIFDKPLSRRLRRVSLSEIGFGKLETYIKLDKLGEGTYATVYKGKSKLTDNLVALKEIRLEHEEGAPCTAIREVSLLKDLKHANIVTLHDIIHTEKSLTLVFEYLDKDLKQYLDDCGNIINMHNVKLFLFQLLRGLAYCHRQKVLHRDLKPQNLLINERGELKLADFGLARAKSIPTKTYSNEVVTLWYRPPDILLGSTDYSTQIDMWGVGCIFYEMATGRPLFPGSTVEEQLHFIFRILGTPTEETWPGILSNEEFKTYNYPKYRAEALLSHAPRLDSDGADLLTKLLQFEGRNRISAEDAMKHPFFLSLGERIHKLPDTTSIFALKEIQLQKEASLRSSSMPDSGRPAFRVVDTEF. The pKd is 6.4. (3) The drug is CS(=O)c1ccc(-c2nc(-c3ccc(F)cc3)c(-c3ccncc3)[nH]2)cc1. The target protein (SgK110) has sequence MERRASETPEDGDPEEDTATALQRLVELTTSRVTPVRSLRDQYHLIRKLGSGSYGRVLLAQPHQGGPAVALKLLRRDLVLRSTFLREFCVGRCVSAHPGLLQTLAGPLQTPRYFAFAQEYAPCGDLSGMLQERGLPELLVKRVVAQLAGALDFLHSRGLVHADVKPDNVLVFDPVCSRVALGDLGLTRPEGSPTPAPPVPLPTAPPELCLLLPPDTLPLRPAVDSWGLGVLLFCAATACFPWDVALAPNPEFEAFAGWVTTKPQPPQPPPPWDQFAPPALALLQGLLDLDPETRSPPLAVLDFLGDDWGLQGNREGPGVLGSAVSYEDREEGGSSLEEWTDEGDDSKSGGRTGTDGGAP. The pKd is 5.0. (4) The small molecule is Oc1cccc(-c2nc(N3CCOCC3)c3oc4ncccc4c3n2)c1. The target protein (ANKK1) has sequence MAADPTELRLGSLPVFTRDDFEGDWRLVASGGFSQVFQARHRRWRTEYAIKCAPCLPPDAASSDVNYLIEEAAKMKKIKFQHIVSIYGVCKQPLGIVMEFMANGSLEKVLSTHSLCWKLRFRIIHETSLAMNFLHSIKPPLLHLDLKPGNILLDSNMHVKISDFGLSKWMEQSTRMQYIERSALRGMLSYIPPEMFLESNKAPGPKYDVYSFAIVIWELLTQKKPYSGFNMMMIIIRVAAGMRPSLQPVSDQWPSEAQQMVDLMKRCWDQDPKKRPCFLDITIETDILLSLLQSRVAVPESKALARKVSCKLSLRQPGEVNEDISQELMDSDSGNYLKRALQLSDRKNLVPRDEELCIYENKVTPLHFLVAQGSVEQVRLLLAHEVDVDCQTASGYTPLLIAAQDQQPDLCALLLAHGADANRVDEDGWAPLHFAAQNGDDGTARLLLDHGACVDAQEREGWTPLHLAAQNNFENVARLLVSRQADPNLHEAEGKTPLHV.... The pKd is 5.0. (5) The drug is Cc1[nH]nc2ccc(-c3cncc(OCC(N)Cc4ccccc4)c3)cc12. The target protein is PFCDPK1(Pfalciparum). The pKd is 5.0. (6) The compound is CC(C)N1NC(=C2C=c3cc(O)ccc3=N2)c2c(N)ncnc21. The target protein (PIP5K1C) has sequence MELEVPDEAESAEAGAVPSEAAWAAESGAAAGLAQKKAAPTEVLSMTAQPGPGHGKKLGHRGVDASGETTYKKTTSSTLKGAIQLGIGYTVGHLSSKPERDVLMQDFYVVESIFFPSEGSNLTPAHHFQDFRFKTYAPVAFRYFRELFGIRPDDYLYSLCNEPLIELSNPGASGSLFYVTSDDEFIIKTVMHKEAEFLQKLLPGYYMNLNQNPRTLLPKFYGLYCVQSGGKNIRVVVMNNILPRVVKMHLKFDLKGSTYKRRASKKEKEKSFPTYKDLDFMQDMPEGLLLDADTFSALVKTLQRDCLVLESFKIMDYSLLLGVHNIDQHERERQAQGAQSTSDEKRPVGQKALYSTAMESIQGGAARGEAIESDDTMGGIPAVNGRGERLLLHIGIIDILQSYRFIKKLEHTWKALVHDGDTVSVHRPSFYAERFFKFMSNTVFRKNSSLKSSPSKKGRGGALLAVKPLGPTAAFSASQIPSEREEAQYDLRGARSYPTL.... The pKd is 7.7.